Dataset: Forward reaction prediction with 1.9M reactions from USPTO patents (1976-2016). Task: Predict the product of the given reaction. (1) The product is: [Cl:1][C:2]1[N:3]=[CH:4][C:5]([CH2:8][NH:13][CH2:12][CH:11]([F:14])[F:10])=[CH:6][CH:7]=1. Given the reactants [Cl:1][C:2]1[CH:7]=[CH:6][C:5]([CH2:8]Cl)=[CH:4][N:3]=1.[F:10][CH:11]([F:14])[CH2:12][NH2:13].C(N(CC)CC)C, predict the reaction product. (2) Given the reactants [Cl:1][C:2]1[CH:7]=[CH:6][CH:5]=[CH:4][C:3]=1[CH:8]1[CH2:19][C:18]2[N:17]([CH3:20])[CH:16]=[CH:15][C:14]=2[CH:13]2[CH:9]1[C:10](=[O:22])[NH:11][C:12]2=[O:21].P(Cl)(Cl)(Cl)=O.[OH-].[Na+].CN([CH:33]=[O:34])C, predict the reaction product. The product is: [Cl:1][C:2]1[CH:7]=[CH:6][CH:5]=[CH:4][C:3]=1[CH:8]1[CH2:19][C:18]2[N:17]([CH3:20])[C:16]([CH:33]=[O:34])=[CH:15][C:14]=2[CH:13]2[CH:9]1[C:10](=[O:22])[NH:11][C:12]2=[O:21]. (3) Given the reactants [C:1]12([C:11]3[CH:12]=[C:13]([C:18]4[CH:19]=[C:20]([C:23]([OH:28])=[C:24]([O:26][CH3:27])[CH:25]=4)[CH:21]=O)[CH:14]=[CH:15][C:16]=3[OH:17])[CH2:10][CH:5]3[CH2:6][CH:7]([CH2:9][CH:3]([CH2:4]3)[CH2:2]1)[CH2:8]2.[S:29]1[CH2:35][C:33](=[O:34])[NH:32][C:30]1=S.[NH:36]1[CH2:41][CH2:40][O:39][CH2:38][CH2:37]1, predict the reaction product. The product is: [C:1]12([C:11]3[CH:12]=[C:13]([C:18]4[CH:19]=[C:20]([C:23]([OH:28])=[C:24]([O:26][CH3:27])[CH:25]=4)[CH:21]=[C:35]4[S:29][C:30]([N:36]5[CH2:41][CH2:40][O:39][CH2:38][CH2:37]5)=[N:32][C:33]4=[O:34])[CH:14]=[CH:15][C:16]=3[OH:17])[CH2:2][CH:3]3[CH2:9][CH:7]([CH2:6][CH:5]([CH2:4]3)[CH2:10]1)[CH2:8]2. (4) Given the reactants [C:1]([Cl:9])(=O)[C:2]1[CH:7]=[CH:6][CH:5]=[CH:4][CH:3]=1.Cl[C:11]1[C:20]2[C:15](=[CH:16][CH:17]=[CH:18][CH:19]=2)[C:14]([NH:21][NH2:22])=[N:13][N:12]=1.C(N(CC)CC)C.C(=O)([O-])O.[Na+], predict the reaction product. The product is: [Cl:9][C:1]1[C:2]2[C:7](=[CH:6][CH:5]=[CH:4][CH:3]=2)[C:14]2=[N:13][N:12]=[C:11]([C:20]3[CH:15]=[CH:16][CH:17]=[CH:18][CH:19]=3)[N:21]2[N:22]=1. (5) Given the reactants [F:1][C:2]1[C:3]([CH3:35])=[C:4]([NH:8][C:9]2[N:14]3[N:15]=[CH:16][C:17]([C:18](O)=[O:19])=[C:13]3[N:12]=[CH:11][C:10]=2[C:21]([N:23]2[CH2:28][CH2:27][CH:26]([C:29]3[CH:34]=[CH:33][CH:32]=[CH:31][CH:30]=3)[CH2:25][CH2:24]2)=[O:22])[CH:5]=[CH:6][CH:7]=1.[CH:36]1([S:39]([NH2:42])(=[O:41])=[O:40])[CH2:38][CH2:37]1, predict the reaction product. The product is: [F:1][C:2]1[C:3]([CH3:35])=[C:4]([NH:8][C:9]2[N:14]3[N:15]=[CH:16][C:17]([C:18]([NH:42][S:39]([CH:36]4[CH2:38][CH2:37]4)(=[O:41])=[O:40])=[O:19])=[C:13]3[N:12]=[CH:11][C:10]=2[C:21]([N:23]2[CH2:28][CH2:27][CH:26]([C:29]3[CH:30]=[CH:31][CH:32]=[CH:33][CH:34]=3)[CH2:25][CH2:24]2)=[O:22])[CH:5]=[CH:6][CH:7]=1.